From a dataset of NCI-60 drug combinations with 297,098 pairs across 59 cell lines. Regression. Given two drug SMILES strings and cell line genomic features, predict the synergy score measuring deviation from expected non-interaction effect. (1) Drug 1: C1=CC(=CC=C1C#N)C(C2=CC=C(C=C2)C#N)N3C=NC=N3. Drug 2: C1=CC=C(C(=C1)C(C2=CC=C(C=C2)Cl)C(Cl)Cl)Cl. Cell line: HOP-92. Synergy scores: CSS=-5.32, Synergy_ZIP=1.94, Synergy_Bliss=-1.25, Synergy_Loewe=-4.12, Synergy_HSA=-5.05. (2) Drug 1: C1=CC(=C2C(=C1NCCNCCO)C(=O)C3=C(C=CC(=C3C2=O)O)O)NCCNCCO. Drug 2: CCCCC(=O)OCC(=O)C1(CC(C2=C(C1)C(=C3C(=C2O)C(=O)C4=C(C3=O)C=CC=C4OC)O)OC5CC(C(C(O5)C)O)NC(=O)C(F)(F)F)O. Cell line: HCT-15. Synergy scores: CSS=58.4, Synergy_ZIP=3.75, Synergy_Bliss=3.96, Synergy_Loewe=-3.15, Synergy_HSA=4.15. (3) Drug 1: CC1=C2C(C(=O)C3(C(CC4C(C3C(C(C2(C)C)(CC1OC(=O)C(C(C5=CC=CC=C5)NC(=O)OC(C)(C)C)O)O)OC(=O)C6=CC=CC=C6)(CO4)OC(=O)C)O)C)O. Drug 2: CCC1(C2=C(COC1=O)C(=O)N3CC4=CC5=C(C=CC(=C5CN(C)C)O)N=C4C3=C2)O.Cl. Cell line: K-562. Synergy scores: CSS=45.0, Synergy_ZIP=-6.95, Synergy_Bliss=-12.7, Synergy_Loewe=-15.6, Synergy_HSA=-10.6. (4) Drug 1: C1=NC2=C(N1)C(=S)N=CN2. Drug 2: C(CN)CNCCSP(=O)(O)O. Cell line: PC-3. Synergy scores: CSS=30.7, Synergy_ZIP=1.49, Synergy_Bliss=7.18, Synergy_Loewe=-45.1, Synergy_HSA=8.71. (5) Cell line: NCI-H522. Synergy scores: CSS=78.8, Synergy_ZIP=4.70, Synergy_Bliss=3.34, Synergy_Loewe=1.07, Synergy_HSA=5.05. Drug 1: CC1=C2C(C(=O)C3(C(CC4C(C3C(C(C2(C)C)(CC1OC(=O)C(C(C5=CC=CC=C5)NC(=O)C6=CC=CC=C6)O)O)OC(=O)C7=CC=CC=C7)(CO4)OC(=O)C)O)C)OC(=O)C. Drug 2: CC1CCCC2(C(O2)CC(NC(=O)CC(C(C(=O)C(C1O)C)(C)C)O)C(=CC3=CSC(=N3)C)C)C. (6) Drug 1: CC1=CC2C(CCC3(C2CCC3(C(=O)C)OC(=O)C)C)C4(C1=CC(=O)CC4)C. Drug 2: CN(CC1=CN=C2C(=N1)C(=NC(=N2)N)N)C3=CC=C(C=C3)C(=O)NC(CCC(=O)O)C(=O)O. Cell line: DU-145. Synergy scores: CSS=36.9, Synergy_ZIP=3.70, Synergy_Bliss=2.30, Synergy_Loewe=-25.0, Synergy_HSA=-0.765. (7) Drug 1: C(CCl)NC(=O)N(CCCl)N=O. Drug 2: CC1CCCC2(C(O2)CC(NC(=O)CC(C(C(=O)C(C1O)C)(C)C)O)C(=CC3=CSC(=N3)C)C)C. Cell line: COLO 205. Synergy scores: CSS=62.6, Synergy_ZIP=4.54, Synergy_Bliss=1.88, Synergy_Loewe=-15.6, Synergy_HSA=3.38. (8) Drug 1: C1=C(C(=O)NC(=O)N1)N(CCCl)CCCl. Drug 2: C1CNP(=O)(OC1)N(CCCl)CCCl. Cell line: ACHN. Synergy scores: CSS=61.8, Synergy_ZIP=4.54, Synergy_Bliss=3.01, Synergy_Loewe=-27.6, Synergy_HSA=1.32. (9) Drug 2: CC1C(C(CC(O1)OC2CC(CC3=C2C(=C4C(=C3O)C(=O)C5=C(C4=O)C(=CC=C5)OC)O)(C(=O)C)O)N)O.Cl. Drug 1: CN1CCC(CC1)COC2=C(C=C3C(=C2)N=CN=C3NC4=C(C=C(C=C4)Br)F)OC. Synergy scores: CSS=41.0, Synergy_ZIP=6.39, Synergy_Bliss=12.3, Synergy_Loewe=10.9, Synergy_HSA=14.1. Cell line: SK-OV-3.